From a dataset of Catalyst prediction with 721,799 reactions and 888 catalyst types from USPTO. Predict which catalyst facilitates the given reaction. (1) Reactant: [NH2:1][C:2]1[S:3][C:4]2[CH:10]=[C:9]([S:11][C:12]([CH3:21])([CH3:20])[C:13]([N:15]3[CH2:19][CH2:18][CH2:17][CH2:16]3)=O)[CH:8]=[CH:7][C:5]=2[N:6]=1.CO. Product: [CH3:21][C:12]([S:11][C:9]1[CH:8]=[CH:7][C:5]2[N:6]=[C:2]([NH2:1])[S:3][C:4]=2[CH:10]=1)([CH3:20])[CH2:13][N:15]1[CH2:19][CH2:18][CH2:17][CH2:16]1. The catalyst class is: 7. (2) Reactant: OP(O)(O)=O.[C:6]([CH2:8][C:9]([O:11][CH2:12][CH3:13])=[O:10])#[N:7].[N:14]([O-])=[O:15].[Na+].Cl. The catalyst class is: 6. Product: [C:6](/[C:8](=[N:14]/[OH:15])/[C:9]([O:11][CH2:12][CH3:13])=[O:10])#[N:7].